This data is from Forward reaction prediction with 1.9M reactions from USPTO patents (1976-2016). The task is: Predict the product of the given reaction. (1) Given the reactants [C:1]([C:3]1[CH:8]=[CH:7][C:6]([NH:9][C:10](=[O:18])[CH2:11][CH:12]([CH3:17])[CH2:13][C:14]([OH:16])=O)=[CH:5][C:4]=1[C:19]([F:22])([F:21])[F:20])#[N:2].[NH2:23][C:24]1[CH:25]=[CH:26][C:27]2[N:28]([CH2:37][CH3:38])[C:29]3[C:34]([C:35]=2[CH:36]=1)=[CH:33][CH:32]=[CH:31][CH:30]=3.CCN(C(C)C)C(C)C.CN(C(ON1N=NC2C=CC=NC1=2)=[N+](C)C)C.F[P-](F)(F)(F)(F)F, predict the reaction product. The product is: [C:1]([C:3]1[CH:8]=[CH:7][C:6]([NH:9][C:10](=[O:18])[CH2:11][CH:12]([CH3:17])[CH2:13][C:14]([NH:23][C:24]2[CH:25]=[CH:26][C:27]3[N:28]([CH2:37][CH3:38])[C:29]4[C:34]([C:35]=3[CH:36]=2)=[CH:33][CH:32]=[CH:31][CH:30]=4)=[O:16])=[CH:5][C:4]=1[C:19]([F:22])([F:21])[F:20])#[N:2]. (2) Given the reactants [H-].[H-].[H-].[H-].[Li+].[Al+3].[CH3:7][O:8][C:9]1[CH:14]=[CH:13][CH:12]=[C:11]([O:15][CH3:16])[C:10]=1[CH:17]([NH:23][CH2:24][C:25]1[CH:30]=[CH:29][C:28]([O:31][C:32]([F:35])([F:34])[F:33])=[CH:27][CH:26]=1)[C:18](OCC)=[O:19].O.[OH-].[Na+], predict the reaction product. The product is: [CH3:16][O:15][C:11]1[CH:12]=[CH:13][CH:14]=[C:9]([O:8][CH3:7])[C:10]=1[CH:17]([NH:23][CH2:24][C:25]1[CH:30]=[CH:29][C:28]([O:31][C:32]([F:33])([F:35])[F:34])=[CH:27][CH:26]=1)[CH2:18][OH:19].